Dataset: Forward reaction prediction with 1.9M reactions from USPTO patents (1976-2016). Task: Predict the product of the given reaction. (1) Given the reactants [ClH:1].C(OC(=O)[NH:8][CH2:9][C:10]1[CH:11]=[C:12]2[C:17](=[CH:18][CH:19]=1)[NH:16][C:15](=[O:20])[CH2:14][CH2:13]2)(C)(C)C, predict the reaction product. The product is: [ClH:1].[NH2:8][CH2:9][C:10]1[CH:11]=[C:12]2[C:17](=[CH:18][CH:19]=1)[NH:16][C:15](=[O:20])[CH2:14][CH2:13]2. (2) Given the reactants [OH:1][CH:2]1[CH2:7][CH2:6][O:5][CH2:4][CH2:3]1.[H-].[Na+].[Br:10][C:11]1[CH:18]=[CH:17][C:14]([CH2:15]Br)=[CH:13][CH:12]=1.O, predict the reaction product. The product is: [Br:10][C:11]1[CH:18]=[CH:17][C:14]([CH2:15][O:1][CH:2]2[CH2:7][CH2:6][O:5][CH2:4][CH2:3]2)=[CH:13][CH:12]=1.